Dataset: Peptide-MHC class I binding affinity with 185,985 pairs from IEDB/IMGT. Task: Regression. Given a peptide amino acid sequence and an MHC pseudo amino acid sequence, predict their binding affinity value. This is MHC class I binding data. (1) The peptide sequence is VFSPFGYSF. The MHC is HLA-A69:01 with pseudo-sequence HLA-A69:01. The binding affinity (normalized) is 0.0847. (2) The peptide sequence is SCAVNEAAM. The MHC is H-2-Db with pseudo-sequence H-2-Db. The binding affinity (normalized) is 0.270. (3) The peptide sequence is SCLDYSHL. The MHC is H-2-Kb with pseudo-sequence H-2-Kb. The binding affinity (normalized) is 0.581. (4) The peptide sequence is PCRIPVIVA. The MHC is H-2-Kb with pseudo-sequence H-2-Kb. The binding affinity (normalized) is 0. (5) The peptide sequence is VFYRSGTETK. The MHC is HLA-A03:01 with pseudo-sequence HLA-A03:01. The binding affinity (normalized) is 0.0361. (6) The peptide sequence is REEELRKRLRL. The MHC is Mamu-B01 with pseudo-sequence Mamu-B01. The binding affinity (normalized) is 0. (7) The peptide sequence is FTLVATVSI. The MHC is HLA-A11:01 with pseudo-sequence HLA-A11:01. The binding affinity (normalized) is 0.0938.